Binary Classification. Given a drug SMILES string, predict its activity (active/inactive) in a high-throughput screening assay against a specified biological target. From a dataset of HIV replication inhibition screening data with 41,000+ compounds from the AIDS Antiviral Screen. (1) The compound is COc1cc2c(c(OC)c1OC)C(=O)C(O)C2NC(N)=O. The result is 0 (inactive). (2) The molecule is CC1(C)C2CCC3CC(CCC#N)CCC3C21C#N. The result is 0 (inactive). (3) The molecule is O=C1NC(=O)C(=CNC(=S)NCc2ccccc2)C(=O)N1. The result is 0 (inactive). (4) The compound is CCC1CN2CCc3c([nH]c4ccccc34)C2CC1CC(=O)N(C)C. The result is 0 (inactive).